Dataset: Reaction yield outcomes from USPTO patents with 853,638 reactions. Task: Predict the reaction yield, written as a fraction of the theoretical maximum amount of product (1.0 means a 100% yield; for example, 0.34 means a 34% yield). The reactants are [C:1]1([C:7]2[N:8]=[C:9]([CH2:12][C:13]#[N:14])[S:10][CH:11]=2)[CH:6]=[CH:5][CH:4]=[CH:3][CH:2]=1.[H-].[Na+].Br[CH2:18][CH2:19][O:20][CH2:21][CH2:22]Br. The product is [C:1]1([C:7]2[N:8]=[C:9]([C:12]3([C:13]#[N:14])[CH2:22][CH2:21][O:20][CH2:19][CH2:18]3)[S:10][CH:11]=2)[CH:2]=[CH:3][CH:4]=[CH:5][CH:6]=1. The catalyst is C1COCC1. The yield is 0.850.